Dataset: Full USPTO retrosynthesis dataset with 1.9M reactions from patents (1976-2016). Task: Predict the reactants needed to synthesize the given product. Given the product [F:15][C:13]1[CH:14]=[C:9]([CH2:8][NH:7][C:18]2[N:19]=[CH:20][C:21]([CH2:24][C:26]3[C:34]4[C:33]([OH:40])=[N:32][CH:31]=[N:30][C:29]=4[NH:28][CH:27]=3)=[CH:22][CH:23]=2)[C:10]([O:16][CH3:17])=[N:11][CH:12]=1, predict the reactants needed to synthesize it. The reactants are: C(OC(=O)[N:7]([C:18]1[CH:23]=[CH:22][C:21]([CH:24]([C:26]2[C:34]3[C:33](Cl)=[N:32][CH:31]=[N:30][C:29]=3[NH:28][CH:27]=2)O)=[CH:20][N:19]=1)[CH2:8][C:9]1[C:10]([O:16][CH3:17])=[N:11][CH:12]=[C:13]([F:15])[CH:14]=1)(C)(C)C.FC(F)(F)C(O)=[O:40].C([SiH](CC)CC)C.C(#N)C.